From a dataset of Full USPTO retrosynthesis dataset with 1.9M reactions from patents (1976-2016). Predict the reactants needed to synthesize the given product. (1) Given the product [NH2:19][C:15]1[CH:14]=[C:13]([O:12][C:8]2[CH:9]=[C:10]([CH3:11])[C:5]3[CH:4]([CH2:22][C:23]([O:25][CH2:26][CH3:27])=[O:24])[O:3][B:2]([OH:1])[C:6]=3[CH:7]=2)[CH:18]=[CH:17][N:16]=1, predict the reactants needed to synthesize it. The reactants are: [OH:1][B:2]1[C:6]2[CH:7]=[C:8]([O:12][C:13]3[CH:18]=[CH:17][N:16]=[C:15]([N+:19]([O-])=O)[CH:14]=3)[CH:9]=[C:10]([CH3:11])[C:5]=2[CH:4]([CH2:22][C:23]([O:25][CH2:26][CH3:27])=[O:24])[O:3]1. (2) Given the product [CH2:1]([O:3][C:4]1[CH:9]=[C:8]([CH2:10][C:11]2[CH:16]=[CH:15][CH:14]=[CH:13][N:12]=2)[CH:7]=[CH:6][C:5]=1[CH2:17][CH2:18][C:19]([O:21][CH3:22])=[O:20])[CH3:2], predict the reactants needed to synthesize it. The reactants are: [CH2:1]([O:3][C:4]1[CH:9]=[C:8]([CH2:10][C:11]2[CH:16]=[CH:15][CH:14]=[CH:13][N:12]=2)[CH:7]=[CH:6][C:5]=1/[CH:17]=[CH:18]/[C:19]([O:21][CH3:22])=[O:20])[CH3:2].C(O)=O. (3) Given the product [CH3:1][O:2][C:3](=[O:29])[CH2:4][C@H:5]1[C:9]2[CH:10]=[CH:11][C:12]([O:14][C@H:15]3[C:23]4[C:18](=[C:19]([CH2:35][N:30]5[CH2:34][CH2:33][CH2:32][CH2:31]5)[C:20]([C:24]([F:27])([F:26])[F:25])=[CH:21][CH:22]=4)[CH2:17][CH2:16]3)=[CH:13][C:8]=2[O:7][CH2:6]1, predict the reactants needed to synthesize it. The reactants are: [CH3:1][O:2][C:3](=[O:29])[CH2:4][C@H:5]1[C:9]2[CH:10]=[CH:11][C:12]([O:14][C@H:15]3[C:23]4[C:18](=[C:19](Br)[C:20]([C:24]([F:27])([F:26])[F:25])=[CH:21][CH:22]=4)[CH2:17][CH2:16]3)=[CH:13][C:8]=2[O:7][CH2:6]1.[N:30]1([CH2:35][B-](F)(F)F)[CH2:34][CH2:33][CH2:32][CH2:31]1.[K+]. (4) Given the product [CH2:31]([N:33]([CH3:34])[C:28]([C:17]1[CH:16]=[C:15]([C:12]2[CH:11]=[CH:10][C:9]([O:8][CH2:1][C:2]3[CH:3]=[CH:4][CH:5]=[CH:6][CH:7]=3)=[CH:14][N:13]=2)[N:19]([C:20]2[N:21]=[N:22][C:23]([O:26][CH3:27])=[CH:24][CH:25]=2)[N:18]=1)=[O:29])[CH3:32], predict the reactants needed to synthesize it. The reactants are: [CH2:1]([O:8][C:9]1[CH:10]=[CH:11][C:12]([C:15]2[N:19]([C:20]3[N:21]=[N:22][C:23]([O:26][CH3:27])=[CH:24][CH:25]=3)[N:18]=[C:17]([C:28](O)=[O:29])[CH:16]=2)=[N:13][CH:14]=1)[C:2]1[CH:7]=[CH:6][CH:5]=[CH:4][CH:3]=1.[CH2:31]([NH:33][CH3:34])[CH3:32]. (5) Given the product [Br:1][C:2]1[CH:3]=[C:4]([CH2:5][OH:6])[CH:7]=[CH:8][C:9]=1[S:10][CH3:11], predict the reactants needed to synthesize it. The reactants are: [Br:1][C:2]1[CH:3]=[C:4]([CH:7]=[CH:8][C:9]=1[S:10][CH3:11])[CH:5]=[O:6].[BH4-].[Na+].O.